This data is from Forward reaction prediction with 1.9M reactions from USPTO patents (1976-2016). The task is: Predict the product of the given reaction. (1) Given the reactants [C:1]([O:4][C:5]([CH3:8])([CH3:7])[CH3:6])(=[O:3])[CH3:2].C([N-]C(C)C)(C)C.[Li+].[O:17]=[C:18]([CH2:24][C@@H:25]([O:31][C:32]([O:34][CH2:35][C:36]([Cl:39])([Cl:38])[Cl:37])=[O:33])[C@@H:26]([CH3:30])[CH2:27][CH:28]=[CH2:29])[C:19]([CH3:23])([CH3:22])[CH:20]=[O:21].O, predict the reaction product. The product is: [O:17]=[C:18]([CH2:24][C@@H:25]([O:31][C:32]([O:34][CH2:35][C:36]([Cl:37])([Cl:38])[Cl:39])=[O:33])[C@@H:26]([CH3:30])[CH2:27][CH:28]=[CH2:29])[C:19]([CH3:23])([CH3:22])[C@@H:20]([OH:21])[CH2:2][C:1]([O:4][C:5]([CH3:8])([CH3:7])[CH3:6])=[O:3]. (2) Given the reactants [CH:1]([O:4][C:5]1[CH:14]=[C:13]([C:15]([F:18])([F:17])[F:16])[C:12]2[C:7](=[CH:8][CH:9]=[C:10]3[NH:22][C@H:21]([CH:23]([CH3:25])[CH3:24])[CH2:20][O:19][C:11]3=2)[N:6]=1)([CH3:3])[CH3:2].C=O.[BH3-][C:29]#N.[Na+], predict the reaction product. The product is: [CH:1]([O:4][C:5]1[CH:14]=[C:13]([C:15]([F:18])([F:17])[F:16])[C:12]2[C:7](=[CH:8][CH:9]=[C:10]3[N:22]([CH3:29])[C@H:21]([CH:23]([CH3:25])[CH3:24])[CH2:20][O:19][C:11]3=2)[N:6]=1)([CH3:3])[CH3:2]. (3) Given the reactants [NH2:1][C:2]1[S:3][CH:4]=[C:5]([CH2:7][C:8]([OH:10])=O)[N:6]=1.[CH:11]1[CH:16]=[N:15][C:14]2N(O)N=N[C:13]=2C=1.C(Cl)CCl.N(CC)CC, predict the reaction product. The product is: [NH2:1][C:2]1[S:3][CH:4]=[C:5]([CH2:7][C:8]([N:15]([CH2:16][CH3:11])[CH2:14][CH3:13])=[O:10])[N:6]=1. (4) Given the reactants [Cl:1][C:2]1[CH:7]=[CH:6][CH:5]=[CH:4][C:3]=1[C:8](=O)[CH2:9][CH2:10][CH2:11][CH2:12][N:13]1[CH2:18][CH2:17][CH:16]([C:19]2[CH:20]=[C:21]([NH:25][C:26](=[O:30])[CH:27]([CH3:29])[CH3:28])[CH:22]=[CH:23][CH:24]=2)[CH2:15][CH2:14]1.Cl.[C:33]1([NH:43]N)[C:42]2[C:37](=[CH:38][CH:39]=[CH:40][CH:41]=2)[CH:36]=[CH:35][CH:34]=1, predict the reaction product. The product is: [Cl:1][C:2]1[CH:7]=[CH:6][CH:5]=[CH:4][C:3]=1[C:8]1[NH:43][C:33]2[C:34]([C:9]=1[CH2:10][CH2:11][CH2:12][N:13]1[CH2:18][CH2:17][CH:16]([C:19]3[CH:20]=[C:21]([NH:25][C:26](=[O:30])[CH:27]([CH3:29])[CH3:28])[CH:22]=[CH:23][CH:24]=3)[CH2:15][CH2:14]1)=[CH:35][CH:36]=[C:37]1[CH:38]=[CH:39][CH:40]=[CH:41][C:42]=21. (5) The product is: [Cl:1][C:2]1[C:3]([C:8]2[CH:9]=[C:10]3[C:14](=[C:15]([O:17][CH2:18][CH2:19][C:20]4[CH:25]=[CH:24][CH:23]=[CH:22][N:21]=4)[CH:16]=2)[NH:13][N:12]=[C:11]3[NH:26][C:27]2[S:28][C:31]([CH2:32][C:33]([O:35][CH2:36][CH3:37])=[O:34])=[CH:38][N:29]=2)=[N:4][CH:5]=[CH:6][CH:7]=1. Given the reactants [Cl:1][C:2]1[C:3]([C:8]2[CH:9]=[C:10]3[C:14](=[C:15]([O:17][CH2:18][CH2:19][C:20]4[CH:25]=[CH:24][CH:23]=[CH:22][N:21]=4)[CH:16]=2)[NH:13][N:12]=[C:11]3[NH:26][C:27]([NH2:29])=[S:28])=[N:4][CH:5]=[CH:6][CH:7]=1.Br[CH:31]([CH:38]=O)[CH2:32][C:33]([O:35][CH2:36][CH3:37])=[O:34].C(=O)([O-])O.[Na+], predict the reaction product. (6) Given the reactants C(O[C:4]([C:6]1[CH:15]=[C:14]2[C:9]([CH:10]=[CH:11][N:12]=[CH:13]2)=[CH:8][CH:7]=1)=O)C.[H-].[Al+3].[Li+].[H-].[H-].[H-].C(N(CC)CC)C.CS([Cl:33])(=O)=O, predict the reaction product. The product is: [Cl:33][CH2:4][C:6]1[CH:15]=[C:14]2[C:9]([CH:10]=[CH:11][N:12]=[CH:13]2)=[CH:8][CH:7]=1.